The task is: Predict the reaction yield, written as a fraction of the theoretical maximum amount of product (1.0 means a 100% yield; for example, 0.34 means a 34% yield).. This data is from Reaction yield outcomes from USPTO patents with 853,638 reactions. (1) The reactants are [CH2:1]([C:3]1[CH:8]=[CH:7][C:6]([C:9]2[C:18]3[C:13](=[CH:14][CH:15]=[C:16]([C:19]#[C:20][C:21]4[CH:31]=[CH:30][C:24]([C:25]([O:27]CC)=[O:26])=[CH:23][CH:22]=4)[CH:17]=3)[S:12][C:11]([CH3:33])([CH3:32])[CH:10]=2)=[CH:5][CH:4]=1)[CH3:2].[OH-].[Na+].Cl. The catalyst is C1COCC1.CCO. The product is [CH2:1]([C:3]1[CH:4]=[CH:5][C:6]([C:9]2[C:18]3[C:13](=[CH:14][CH:15]=[C:16]([C:19]#[C:20][C:21]4[CH:22]=[CH:23][C:24]([C:25]([OH:27])=[O:26])=[CH:30][CH:31]=4)[CH:17]=3)[S:12][C:11]([CH3:32])([CH3:33])[CH:10]=2)=[CH:7][CH:8]=1)[CH3:2]. The yield is 0.890. (2) The yield is 0.875. The catalyst is C(OCC)(=O)C. The product is [Cl:10][C:9]1[N:11]=[C:12]([O:7][CH3:6])[N:14]=[C:15]([O:4][CH3:1])[N:8]=1. The reactants are [C:1](=[O:4])([O-])O.[K+].[CH3:6][OH:7].[N:8]1[C:15](Cl)=[N:14][C:12](Cl)=[N:11][C:9]=1[Cl:10]. (3) The reactants are [NH2:1][C:2]1[CH:7]=[CH:6][C:5]([N+:8]([O-])=O)=[CH:4][C:3]=1[S:11]([NH2:14])(=[O:13])=[O:12].CO.[H][H]. The catalyst is [Pd].O1CCCC1. The product is [NH2:1][C:2]1[CH:7]=[CH:6][C:5]([NH2:8])=[CH:4][C:3]=1[S:11]([NH2:14])(=[O:12])=[O:13]. The yield is 0.980. (4) The reactants are [CH3:1][C:2]1[CH:7]=[CH:6][CH:5]=[C:4]([CH3:8])[C:3]=1[OH:9].[F:10][C:11]1[CH:12]=[C:13]([N+:18]([O-])=O)[CH:14]=[CH:15][C:16]=1F.C([O-])([O-])=O.[K+].[K+].S([O-])([O-])(=O)=O.[Na+].[Na+]. The catalyst is [Zn].CCOC(C)=O.CS(C)=O. The product is [F:10][C:11]1[CH:12]=[C:13]([CH:14]=[CH:15][C:16]=1[O:9][C:3]1[C:4]([CH3:8])=[CH:5][CH:6]=[CH:7][C:2]=1[CH3:1])[NH2:18]. The yield is 0.900.